From a dataset of Reaction yield outcomes from USPTO patents with 853,638 reactions. Predict the reaction yield, written as a fraction of the theoretical maximum amount of product (1.0 means a 100% yield; for example, 0.34 means a 34% yield). (1) The reactants are [CH3:1][S:2][C:3]1[NH:8][C:7](=[O:9])[CH:6]=[CH:5][N:4]=1.[Li+].[CH3:11][Si]([N-][Si](C)(C)C)(C)C.CI. The catalyst is CN(C=O)C. The product is [CH3:11][N:8]1[C:7](=[O:9])[CH:6]=[CH:5][N:4]=[C:3]1[S:2][CH3:1]. The yield is 0.620. (2) The product is [CH2:1]([O:3][C:4]1[C:12]2[O:11][CH:10]([CH3:13])[CH2:9][C:8]=2[C:7]([CH3:14])=[C:6]([N:15]2[CH2:20][CH2:19][N:18]([C:23]3[CH:28]=[CH:27][C:26]([O:29][CH3:30])=[C:25]([CH3:31])[CH:24]=3)[CH2:17][CH2:16]2)[C:5]=1[CH3:21])[CH3:2]. No catalyst specified. The reactants are [CH2:1]([O:3][C:4]1[C:12]2[O:11][CH:10]([CH3:13])[CH2:9][C:8]=2[C:7]([CH3:14])=[C:6]([N:15]2[CH2:20][CH2:19][NH:18][CH2:17][CH2:16]2)[C:5]=1[CH3:21])[CH3:2].Br[C:23]1[CH:28]=[CH:27][C:26]([O:29][CH3:30])=[C:25]([CH3:31])[CH:24]=1. The yield is 0.460.